From a dataset of Forward reaction prediction with 1.9M reactions from USPTO patents (1976-2016). Predict the product of the given reaction. The product is: [C:24]([NH:27][C:28]1[CH:33]=[CH:32][CH:31]=[CH:30][C:29]=1[C:34]1[C:35]2[NH:40][C:39](=[O:38])[N:1]([CH:2]3[CH2:7][CH2:6][N:5]([CH2:8][C:9]4[CH:14]=[CH:13][CH:12]=[CH:11][CH:10]=4)[CH2:4][CH2:3]3)[C:22]=2[CH:21]=[CH:23][CH:43]=1)(=[O:26])[CH3:25]. Given the reactants [NH2:1][CH:2]1[CH2:7][CH2:6][N:5]([CH2:8][C:9]2[CH:14]=[CH:13][CH:12]=[CH:11][CH:10]=2)[CH2:4][CH2:3]1.CCN([CH:21]([CH3:23])[CH3:22])C(C)C.[C:24]([NH:27][C:28]1[CH:33]=[CH:32][CH:31]=[CH:30][C:29]=1[C:34](=O)[CH2:35]Br)(=[O:26])[CH3:25].[O-:38][C:39]#[N:40].[Na+].Cl[CH2:43]Cl, predict the reaction product.